Dataset: Catalyst prediction with 721,799 reactions and 888 catalyst types from USPTO. Task: Predict which catalyst facilitates the given reaction. Reactant: O1[C:5]2([CH2:10][CH2:9][CH:8]([CH:11]([CH3:17])[C:12]([O:14][CH2:15][CH3:16])=[O:13])[CH2:7][CH2:6]2)[O:4]CC1.Cl. Product: [O:4]=[C:5]1[CH2:10][CH2:9][CH:8]([CH:11]([CH3:17])[C:12]([O:14][CH2:15][CH3:16])=[O:13])[CH2:7][CH2:6]1. The catalyst class is: 1.